Task: Predict the reactants needed to synthesize the given product.. Dataset: Full USPTO retrosynthesis dataset with 1.9M reactions from patents (1976-2016) (1) Given the product [Cl:1][C:2]1[CH:7]=[CH:6][C:5]([C:8]2[CH:13]=[CH:12][NH:11][C:10](=[O:17])[CH:9]=2)=[CH:4][CH:3]=1, predict the reactants needed to synthesize it. The reactants are: [Cl:1][C:2]1[CH:7]=[CH:6][C:5]([C:8]2[CH:13]=[CH:12][N+:11]([O-])=[CH:10][CH:9]=2)=[CH:4][CH:3]=1.C(OC(=O)C)(=[O:17])C. (2) Given the product [Br:1][C:2]1[CH:7]=[CH:6][C:5]([NH:12][C:13]2[CH:14]=[C:15]([NH:19][C:20](=[O:26])[O:21][C:22]([CH3:24])([CH3:23])[CH3:25])[CH:16]=[CH:17][CH:18]=2)=[C:4]([N+:9]([O-:11])=[O:10])[CH:3]=1, predict the reactants needed to synthesize it. The reactants are: [Br:1][C:2]1[CH:7]=[CH:6][C:5](F)=[C:4]([N+:9]([O-:11])=[O:10])[CH:3]=1.[NH2:12][C:13]1[CH:14]=[C:15]([NH:19][C:20](=[O:26])[O:21][C:22]([CH3:25])([CH3:24])[CH3:23])[CH:16]=[CH:17][CH:18]=1. (3) Given the product [F:13][C:14]([F:25])([F:24])[C:15]1[CH:20]=[CH:19][C:18]([C:2]2[CH:3]=[C:4]3[C:9](=[CH:10][CH:11]=2)[NH:8][C:7](=[O:12])[CH2:6][CH2:5]3)=[CH:17][CH:16]=1, predict the reactants needed to synthesize it. The reactants are: Br[C:2]1[CH:3]=[C:4]2[C:9](=[CH:10][CH:11]=1)[NH:8][C:7](=[O:12])[CH2:6][CH2:5]2.[F:13][C:14]([F:25])([F:24])[C:15]1[CH:20]=[CH:19][C:18](B(O)O)=[CH:17][CH:16]=1.C(=O)([O-])[O-].[K+].[K+].Cl. (4) Given the product [F:21][C:22]([F:27])([F:26])[C:23]([OH:25])=[O:24].[F:21][C:22]([F:27])([F:26])[C:23]([OH:25])=[O:24].[O:17]1[CH2:16][CH2:15][N:14]([C@@H:11]2[CH2:10][CH2:9][C@H:8]([NH2:7])[CH2:13][CH2:12]2)[CH2:19][CH2:18]1, predict the reactants needed to synthesize it. The reactants are: C(OC(=O)[NH:7][C@H:8]1[CH2:13][CH2:12][C@@H:11]([N:14]2[CH2:19][CH2:18][O:17][CH2:16][CH2:15]2)[CH2:10][CH2:9]1)(C)(C)C.[F:21][C:22]([F:27])([F:26])[C:23]([OH:25])=[O:24]. (5) Given the product [O:15]1[C:19]2[CH:20]=[CH:21][C:22]([C:24]3([C:27]([NH:29][C:30]4[CH:35]=[CH:34][CH:33]=[C:32]([CH2:8][CH:2]5[CH2:7][CH2:6][CH2:5][CH2:4][CH2:3]5)[N:31]=4)=[O:28])[CH2:26][CH2:25]3)=[CH:23][C:18]=2[O:17][CH2:16]1, predict the reactants needed to synthesize it. The reactants are: [Br-].[CH:2]1([CH2:8][Zn+])[CH2:7][CH2:6][CH2:5][CH2:4][CH2:3]1.C1COCC1.[O:15]1[C:19]2[CH:20]=[CH:21][C:22]([C:24]3([C:27]([NH:29][C:30]4[CH:35]=[CH:34][CH:33]=[C:32](Br)[N:31]=4)=[O:28])[CH2:26][CH2:25]3)=[CH:23][C:18]=2[O:17][CH2:16]1. (6) Given the product [NH2:14][C:3]1[CH:4]=[C:5]([CH2:8][CH2:9][O:10][C:11](=[O:13])[CH3:12])[CH:6]=[CH:7][C:2]=1[NH2:1], predict the reactants needed to synthesize it. The reactants are: [NH2:1][C:2]1[CH:7]=[CH:6][C:5]([CH2:8][CH2:9][O:10][C:11](=[O:13])[CH3:12])=[CH:4][C:3]=1[N+:14]([O-])=O.